Dataset: Catalyst prediction with 721,799 reactions and 888 catalyst types from USPTO. Task: Predict which catalyst facilitates the given reaction. (1) Reactant: [S:1]1[CH:5]=[CH:4][N:3]=[C:2]1[NH:6][C:7]([NH:9][C:10]1[CH:29]=[CH:28][C:13]([O:14][C:15]2[C:24]3[C:19](=[CH:20][CH:21]=[C:22]([C:25]([OH:27])=[O:26])[CH:23]=3)[N:18]=[CH:17][CH:16]=2)=[CH:12][CH:11]=1)=[O:8].Cl.[CH2:31](N=C=NCCCN(C)C)C.[OH2:42].ON1C2C=CC=CC=2N=N1.C(N(CC)CC)C.[CH3:60][O:61][CH2:62][CH2:63]N. Product: [CH3:31][O:42][C:21]1[CH:20]=[C:19]2[C:24]([C:15]([O:14][C:13]3[CH:12]=[CH:11][C:10]([NH:9][C:7]([NH:6][C:2]4[S:1][CH:5]=[CH:4][N:3]=4)=[O:8])=[CH:29][CH:28]=3)=[CH:16][CH:17]=[N:18]2)=[CH:23][C:22]=1[C:25]([O:27][CH2:63][CH2:62][O:61][CH3:60])=[O:26]. The catalyst class is: 255. (2) Reactant: [NH2:1][C:2](=[N:36][C:37](=[O:44])[C:38]1[CH:43]=[CH:42][CH:41]=[CH:40][CH:39]=1)[C:3]1[CH:8]=[CH:7][C:6]([NH:9][CH:10]([C:23]2[CH:28]=[C:27]([O:29][CH3:30])[CH:26]=[C:25]([O:31][CH2:32][CH2:33][OH:34])[C:24]=2[F:35])[C:11]2[NH:15][C:14](=[O:16])[N:13]([C:17]3[N:22]=[CH:21][CH:20]=[CH:19][N:18]=3)[N:12]=2)=[CH:5][CH:4]=1.C(=O)([O-])O.[K+].[C:50](=[O:62])([O:55][CH:56]1[CH2:61][CH2:60][CH2:59][CH2:58][CH2:57]1)[O:51][CH:52](Cl)[CH3:53]. Product: [CH:56]1([O:55][C:50](=[O:62])[O:51][CH:52]([O:16][C:14]2[N:13]([C:17]3[N:18]=[CH:19][CH:20]=[CH:21][N:22]=3)[N:12]=[C:11]([CH:10]([NH:9][C:6]3[CH:7]=[CH:8][C:3]([C:2]([NH2:1])=[N:36][C:37](=[O:44])[C:38]4[CH:39]=[CH:40][CH:41]=[CH:42][CH:43]=4)=[CH:4][CH:5]=3)[C:23]3[CH:28]=[C:27]([O:29][CH3:30])[CH:26]=[C:25]([O:31][CH2:32][CH2:33][OH:34])[C:24]=3[F:35])[N:15]=2)[CH3:53])[CH2:61][CH2:60][CH2:59][CH2:58][CH2:57]1. The catalyst class is: 3. (3) Reactant: Br[C:2]([CH3:8])([CH3:7])[C:3]([O:5][CH3:6])=[O:4].[C:9]1([OH:15])[CH:14]=[CH:13][CH:12]=[CH:11][CH:10]=1.C([O-])([O-])=O.[K+].[K+]. Product: [CH3:7][C:2]([O:15][C:9]1[CH:14]=[CH:13][CH:12]=[CH:11][CH:10]=1)([CH3:8])[C:3]([O:5][CH3:6])=[O:4]. The catalyst class is: 21.